Predict the reactants needed to synthesize the given product. From a dataset of Full USPTO retrosynthesis dataset with 1.9M reactions from patents (1976-2016). (1) Given the product [C:1]([N:4]1[CH2:5][CH2:6][C:7]([CH2:14][N:15]2[CH2:20][CH2:19][N:18]([S:40]([C:37]3[C:36](=[O:44])[C:35]4[CH:45]=[CH:46][C:32]([Cl:31])=[CH:33][C:34]=4[O:39][CH:38]=3)(=[O:42])=[O:41])[CH2:17][C:16]2=[O:21])([C:10]([O:12][CH3:13])=[O:11])[CH2:8][CH2:9]1)(=[O:3])[CH3:2], predict the reactants needed to synthesize it. The reactants are: [C:1]([N:4]1[CH2:9][CH2:8][C:7]([CH2:14][N:15]2[CH2:20][CH2:19][NH:18][CH2:17][C:16]2=[O:21])([C:10]([O:12][CH3:13])=[O:11])[CH2:6][CH2:5]1)(=[O:3])[CH3:2].C(N(C(C)C)CC)(C)C.[Cl:31][C:32]1[CH:46]=[CH:45][C:35]2[C:36](=[O:44])[C:37]([S:40](Cl)(=[O:42])=[O:41])=[CH:38][O:39][C:34]=2[CH:33]=1. (2) The reactants are: [CH2:1]([C:3](=[CH:15][CH3:16])[C@H:4]([NH:7][C:8](=[O:14])[O:9][C:10]([CH3:13])([CH3:12])[CH3:11])[CH2:5][OH:6])[CH3:2].N1C=CN=C1.[CH3:22][C:23]([Si:26](Cl)([CH3:28])[CH3:27])([CH3:25])[CH3:24]. Given the product [Si:26]([O:6][CH2:5][C@@H:4]([NH:7][C:8](=[O:14])[O:9][C:10]([CH3:11])([CH3:13])[CH3:12])/[C:3](/[CH2:1][CH3:2])=[CH:15]/[CH3:16])([C:23]([CH3:25])([CH3:24])[CH3:22])([CH3:28])[CH3:27], predict the reactants needed to synthesize it. (3) Given the product [Cl:17][C:18]1[N:23]=[N:22][C:21]([N:24]([CH3:41])[C:25](=[O:40])[C:26]2[CH:31]=[C:30]([C:32]([F:35])([F:34])[F:33])[CH:29]=[C:28]([S:36]([CH3:39])(=[O:37])=[O:38])[CH:27]=2)=[C:20]([C:42]2[CH:47]=[CH:46][CH:45]=[CH:44][C:43]=2[CH3:2])[CH:19]=1, predict the reactants needed to synthesize it. The reactants are: Cl[C:2]1N=NC(NC)=C(C2C=CC=CC=2C)C=1.[Cl:17][C:18]1[N:23]=[N:22][C:21]([N:24]([CH3:41])[C:25](=[O:40])[C:26]2[CH:31]=[C:30]([C:32]([F:35])([F:34])[F:33])[CH:29]=[C:28]([S:36]([CH3:39])(=[O:38])=[O:37])[CH:27]=2)=[C:20]([C:42]2[CH:47]=[CH:46][C:45](F)=[CH:44][C:43]=2OC)[CH:19]=1. (4) Given the product [NH2:8][C:6]1[CH:7]=[C:2]([Cl:1])[CH:3]=[C:4]([C:11]([F:12])([F:13])[F:14])[CH:5]=1, predict the reactants needed to synthesize it. The reactants are: [Cl:1][C:2]1[CH:3]=[C:4]([C:11]([F:14])([F:13])[F:12])[CH:5]=[C:6]([N+:8]([O-])=O)[CH:7]=1. (5) Given the product [CH2:8]([O:15][CH2:16][CH:17]1[CH2:18][C:3](=[O:4])[C:2]1([Cl:7])[Cl:1])[C:9]1[CH:14]=[CH:13][CH:12]=[CH:11][CH:10]=1, predict the reactants needed to synthesize it. The reactants are: [Cl:1][C:2]([Cl:7])(Cl)[C:3](Cl)=[O:4].[CH2:8]([O:15][CH2:16][CH:17]=[CH2:18])[C:9]1[CH:14]=[CH:13][CH:12]=[CH:11][CH:10]=1.COCCOC. (6) Given the product [C:1]([O:5][C:6]([N:8]([CH2:26][C:27]([O:29][C:30]([CH3:33])([CH3:32])[CH3:31])=[O:28])[C:9]1[CH:14]=[CH:13][CH:12]=[C:11]([CH:15]([CH2:45][C:44]2[CH:47]=[CH:48][C:41]([C:35]([CH3:34])([CH3:40])[CH2:36][CH2:37][CH2:38][CH3:39])=[CH:42][CH:43]=2)[NH:16][S:17]([C:20]2[CH:25]=[CH:24][CH:23]=[CH:22][N:21]=2)(=[O:19])=[O:18])[N:10]=1)=[O:7])([CH3:4])([CH3:3])[CH3:2], predict the reactants needed to synthesize it. The reactants are: [C:1]([O:5][C:6]([N:8]([CH2:26][C:27]([O:29][C:30]([CH3:33])([CH3:32])[CH3:31])=[O:28])[C:9]1[CH:14]=[CH:13][CH:12]=[C:11]([CH2:15][NH:16][S:17]([C:20]2[CH:25]=[CH:24][CH:23]=[CH:22][N:21]=2)(=[O:19])=[O:18])[N:10]=1)=[O:7])([CH3:4])([CH3:3])[CH3:2].[CH3:34][C:35]([C:41]1[CH:48]=[CH:47][C:44]([CH2:45]O)=[CH:43][CH:42]=1)([CH3:40])[CH2:36][CH2:37][CH2:38][CH3:39].C(P(CCCC)CCCC)CCC.CN(C)C(N=NC(N(C)C)=O)=O. (7) Given the product [C:8]([C:10]1([C:2]2[CH:7]=[CH:6][CH:5]=[CH:4][N:3]=2)[CH2:15][CH2:14][N:13]([C:16]([O:18][C:19]([CH3:22])([CH3:21])[CH3:20])=[O:17])[CH2:12][CH2:11]1)#[N:9], predict the reactants needed to synthesize it. The reactants are: F[C:2]1[CH:7]=[CH:6][CH:5]=[CH:4][N:3]=1.[C:8]([CH:10]1[CH2:15][CH2:14][N:13]([C:16]([O:18][C:19]([CH3:22])([CH3:21])[CH3:20])=[O:17])[CH2:12][CH2:11]1)#[N:9].C[Si]([N-][Si](C)(C)C)(C)C.[K+]. (8) Given the product [CH2:27]([O:34][C:35]1[CH:36]=[CH:37][C:38]([CH3:44])=[C:39]([C:40]([N:24]2[CH2:23][CH2:22][CH:21]([N:13]3[N:12]=[C:11]([C:5]4[CH:6]=[CH:7][C:8]([O:9][CH3:10])=[C:3]([O:2][CH3:1])[CH:4]=4)[C:15]4([CH2:16][CH2:17][CH2:18][CH2:19]4)[C:14]3=[O:20])[CH2:26][CH2:25]2)=[O:41])[CH:43]=1)[C:28]1[CH:29]=[CH:30][CH:31]=[CH:32][CH:33]=1, predict the reactants needed to synthesize it. The reactants are: [CH3:1][O:2][C:3]1[CH:4]=[C:5]([C:11]2[C:15]3([CH2:19][CH2:18][CH2:17][CH2:16]3)[C:14](=[O:20])[N:13]([CH:21]3[CH2:26][CH2:25][NH:24][CH2:23][CH2:22]3)[N:12]=2)[CH:6]=[CH:7][C:8]=1[O:9][CH3:10].[CH2:27]([O:34][C:35]1[CH:36]=[CH:37][C:38]([CH3:44])=[C:39]([CH:43]=1)[C:40](O)=[O:41])[C:28]1[CH:33]=[CH:32][CH:31]=[CH:30][CH:29]=1.